This data is from Catalyst prediction with 721,799 reactions and 888 catalyst types from USPTO. The task is: Predict which catalyst facilitates the given reaction. (1) Reactant: [Cl:1][C:2]1[CH:3]=[C:4]2[C:10]([C:11]3[N:16]=[C:15]([NH:17][CH2:18][C@@H:19]4[CH2:24][CH2:23][CH2:22][CH2:21][C@H:20]4[NH:25]C(=O)OC(C)(C)C)[C:14]([F:33])=[CH:13][N:12]=3)=[CH:9][N:8]([S:34]([C:37]3[CH:43]=[CH:42][C:40]([CH3:41])=[CH:39][CH:38]=3)(=[O:36])=[O:35])[C:5]2=[N:6][CH:7]=1.C(O)(C(F)(F)F)=O. Product: [NH2:25][C@@H:20]1[CH2:21][CH2:22][CH2:23][CH2:24][C@H:19]1[CH2:18][NH:17][C:15]1[C:14]([F:33])=[CH:13][N:12]=[C:11]([C:10]2[C:4]3[C:5](=[N:6][CH:7]=[C:2]([Cl:1])[CH:3]=3)[N:8]([S:34]([C:37]3[CH:38]=[CH:39][C:40]([CH3:41])=[CH:42][CH:43]=3)(=[O:36])=[O:35])[CH:9]=2)[N:16]=1. The catalyst class is: 2. (2) Reactant: Br[C:2]1[C:3]([C:16]2[CH:21]=[CH:20][CH:19]=[CH:18][CH:17]=2)=[N:4][C:5]2[C:10]([N:11]=1)=[CH:9][C:8]([C:12]([O:14][CH3:15])=[O:13])=[CH:7][CH:6]=2.[Br:22][C:23]1[CH:28]=[CH:27][C:26]([O:29][CH3:30])=[CH:25][C:24]=1[CH2:31][CH2:32][CH2:33][NH2:34]. Product: [Br:22][C:23]1[CH:28]=[CH:27][C:26]([O:29][CH3:30])=[CH:25][C:24]=1[CH2:31][CH2:32][CH2:33][NH:34][C:2]1[C:3]([C:16]2[CH:21]=[CH:20][CH:19]=[CH:18][CH:17]=2)=[N:4][C:5]2[C:10]([N:11]=1)=[CH:9][C:8]([C:12]([O:14][CH3:15])=[O:13])=[CH:7][CH:6]=2. The catalyst class is: 114. (3) Reactant: C(N(CC)CC)C.[F:15][C:14]([F:17])([F:16])[C:13](O[C:13](=[O:18])[C:14]([F:17])([F:16])[F:15])=[O:18].[CH3:21][N:22]1[CH2:27][CH2:26][CH:25]([C:28]2[CH:40]=[CH:39][C:31]([C:32]([O:34][C:35]([CH3:38])([CH3:37])[CH3:36])=[O:33])=[C:30]([NH:41][CH:42]3[CH2:47][CH2:46][O:45][CH2:44][CH2:43]3)[CH:29]=2)[CH2:24][CH2:23]1.O. Product: [CH3:21][N:22]1[CH2:23][CH2:24][CH:25]([C:28]2[CH:40]=[CH:39][C:31]([C:32]([O:34][C:35]([CH3:38])([CH3:36])[CH3:37])=[O:33])=[C:30]([N:41]([CH:42]3[CH2:47][CH2:46][O:45][CH2:44][CH2:43]3)[C:13](=[O:18])[C:14]([F:15])([F:16])[F:17])[CH:29]=2)[CH2:26][CH2:27]1. The catalyst class is: 4. (4) Reactant: C(N(CC)CC)C.[C:8]([O:11][CH2:12][CH2:13][C:14]1[CH:15]=[CH:16][CH:17]=[C:18]2[C:22]=1[N:21](C(OC(C)(C)C)=O)[CH:20]=[C:19]2[CH:30]=[O:31])(=[O:10])[CH3:9].[F:32][C:33]1[CH:34]=[C:35]([CH:39]=[N:40][C:41]2[CH:42]=[N:43][CH:44]=[C:45]([O:47][CH3:48])[CH:46]=2)[CH:36]=[N:37][CH:38]=1. Product: [C:8]([O:11][CH2:12][CH2:13][C:14]1[CH:15]=[CH:16][CH:17]=[C:18]2[C:22]=1[NH:21][CH:20]=[C:19]2[C:30](=[O:31])[CH:39]([C:35]1[CH:36]=[N:37][CH:38]=[C:33]([F:32])[CH:34]=1)[NH:40][C:41]1[CH:42]=[N:43][CH:44]=[C:45]([O:47][CH3:48])[CH:46]=1)(=[O:10])[CH3:9]. The catalyst class is: 433.